From a dataset of TCR-epitope binding with 47,182 pairs between 192 epitopes and 23,139 TCRs. Binary Classification. Given a T-cell receptor sequence (or CDR3 region) and an epitope sequence, predict whether binding occurs between them. (1) The epitope is QARQMVQAMRTIGTHP. The TCR CDR3 sequence is CASSFGSYGEQYF. Result: 1 (the TCR binds to the epitope). (2) The epitope is LEPLVDLPI. The TCR CDR3 sequence is CASSLGTSNYGYTF. Result: 1 (the TCR binds to the epitope). (3) The epitope is TEILPVSMTK. Result: 0 (the TCR does not bind to the epitope). The TCR CDR3 sequence is CATSDRENTEAFF. (4) The epitope is YLDAYNMMI. The TCR CDR3 sequence is CASSYSSANEKLFF. Result: 1 (the TCR binds to the epitope). (5) The epitope is ISDYDYYRY. The TCR CDR3 sequence is CASSLELAGNLDTQYF. Result: 1 (the TCR binds to the epitope). (6) The epitope is GTSGSPIINR. The TCR CDR3 sequence is CASSLFLMGLAGGNEQFF. Result: 1 (the TCR binds to the epitope). (7) The TCR CDR3 sequence is CASRTGLYEQYF. The epitope is TLIGDCATV. Result: 1 (the TCR binds to the epitope). (8) The epitope is EILDITPCSF. The TCR CDR3 sequence is CASSLEVDQVVQYF. Result: 0 (the TCR does not bind to the epitope). (9) The epitope is IPIQASLPF. The TCR CDR3 sequence is CASSSDFYTQYF. Result: 1 (the TCR binds to the epitope).